From a dataset of Full USPTO retrosynthesis dataset with 1.9M reactions from patents (1976-2016). Predict the reactants needed to synthesize the given product. (1) The reactants are: [CH3:1][N:2]1[CH2:11][CH2:10][C:9]2[C:4](=[CH:5][C:6]([N+:12]([O-])=O)=[CH:7][CH:8]=2)[C:3]1=[O:15].OCC1(OC[C@@H](O)[C@@H](O)[C@H]1O)O. Given the product [NH2:12][C:6]1[CH:5]=[C:4]2[C:9]([CH2:10][CH2:11][N:2]([CH3:1])[C:3]2=[O:15])=[CH:8][CH:7]=1, predict the reactants needed to synthesize it. (2) Given the product [Cl:1][C:2]1[N:6]2[CH:7]=[C:8]([CH:15]3[CH2:17][CH2:16]3)[CH:9]=[C:10]([C:11]([F:13])([F:14])[F:12])[C:5]2=[N:4][C:3]=1[C:18]([N:31]1[CH2:30][CH2:29][CH:28]([N:24]2[C:23](=[O:34])[C@H:22]([CH3:21])[O:26][C:25]2=[O:27])[CH2:33][CH2:32]1)=[O:19], predict the reactants needed to synthesize it. The reactants are: [Cl:1][C:2]1[N:6]2[CH:7]=[C:8]([CH:15]3[CH2:17][CH2:16]3)[CH:9]=[C:10]([C:11]([F:14])([F:13])[F:12])[C:5]2=[N:4][C:3]=1[C:18](O)=[O:19].[CH3:21][C@@H:22]1[O:26][C:25](=[O:27])[N:24]([CH:28]2[CH2:33][CH2:32][NH:31][CH2:30][CH2:29]2)[C:23]1=[O:34].C(N(CC)C(C)C)(C)C.CN(C(ON1N=NC2C=CC=NC1=2)=[N+](C)C)C.F[P-](F)(F)(F)(F)F. (3) Given the product [Br:1][C:2]1[CH:10]=[CH:9][C:5]([C:6]([O:8][CH3:12])=[O:7])=[C:4]([F:11])[CH:3]=1, predict the reactants needed to synthesize it. The reactants are: [Br:1][C:2]1[CH:10]=[CH:9][C:5]([C:6]([OH:8])=[O:7])=[C:4]([F:11])[CH:3]=1.[C:12](Cl)(=O)C(Cl)=O. (4) Given the product [NH2:17][C:15]1[N:14]=[CH:13][N:12]=[C:11]2[N:10]([C@@H:18]3[CH2:22][CH2:21][N:20]([C:26](=[O:27])[CH2:25][C:23]#[N:24])[CH2:19]3)[N:9]=[C:8]([C:5]3[CH:6]=[CH:7][C:2]([Cl:1])=[CH:3][CH:4]=3)[C:16]=12, predict the reactants needed to synthesize it. The reactants are: [Cl:1][C:2]1[CH:7]=[CH:6][C:5]([C:8]2[C:16]3[C:11](=[N:12][CH:13]=[N:14][C:15]=3[NH2:17])[N:10]([C@@H:18]3[CH2:22][CH2:21][NH:20][CH2:19]3)[N:9]=2)=[CH:4][CH:3]=1.[C:23]([CH2:25][C:26](O)=[O:27])#[N:24].ON1C2N=CC=CC=2N=N1.Cl.CN(C)CCCN=C=NCC.CCN(C(C)C)C(C)C. (5) Given the product [CH3:20][C:14]1[CH:15]=[CH:16][CH:17]=[C:18]([CH3:19])[C:13]=1[CH2:12][NH:11][C:10]1[C:5]2[N:6]([C:21]([CH3:22])=[C:3]([CH2:2][O:24][CH3:23])[N:4]=2)[CH:7]=[CH:8][CH:9]=1, predict the reactants needed to synthesize it. The reactants are: Cl[CH2:2][C:3]1[N:4]=[C:5]2[C:10]([NH:11][CH2:12][C:13]3[C:18]([CH3:19])=[CH:17][CH:16]=[CH:15][C:14]=3[CH3:20])=[CH:9][CH:8]=[CH:7][N:6]2[C:21]=1[CH3:22].[CH3:23][OH:24]. (6) Given the product [OH:6][C@H:4]([CH3:5])[C@H:3]([NH:7][C:8](=[O:29])[CH2:9][N:10]1[CH2:13][C:12]2([CH2:17][CH2:16][CH2:15][NH:14]2)[C:11]1=[O:28])[C:2]([NH2:1])=[O:30], predict the reactants needed to synthesize it. The reactants are: [NH2:1][C:2](=[O:30])[C@@H:3]([NH:7][C:8](=[O:29])[CH2:9][N:10]1[CH2:13][C:12]2([CH2:17][CH2:16][CH2:15][N:14]2C(OCC2C=CC=CC=2)=O)[C:11]1=[O:28])[C@H:4]([OH:6])[CH3:5]. (7) Given the product [CH3:24][O:23][C:22]1[C:9]([N:8]([CH3:38])[CH2:6][CH2:39][CH3:41])=[CH:10][C:11]2[CH2:12][C@H:13]3[N:27]([C:28]([O:30][CH2:31][C:32]4[CH:37]=[CH:36][CH:35]=[CH:34][CH:33]=4)=[O:29])[CH2:26][CH2:25][C@@:19]4([C:20]=2[CH:21]=1)[C@H:14]3[CH2:15][CH2:16][CH2:17][CH2:18]4, predict the reactants needed to synthesize it. The reactants are: C(O[C:6]([N:8]([CH3:38])[C:9]1[C:22]([O:23][CH3:24])=[CH:21][C:20]2[C@:19]34[CH2:25][CH2:26][N:27]([C:28]([O:30][CH2:31][C:32]5[CH:37]=[CH:36][CH:35]=[CH:34][CH:33]=5)=[O:29])[C@@H:13]([C@@H:14]3[CH2:15][CH2:16][CH2:17][CH2:18]4)[CH2:12][C:11]=2[CH:10]=1)=O)(C)(C)C.[C:39](O)([C:41](F)(F)F)=O.C(=O)CC.[BH-](OC(C)=O)(OC(C)=O)OC(C)=O.[Na+].